Dataset: Catalyst prediction with 721,799 reactions and 888 catalyst types from USPTO. Task: Predict which catalyst facilitates the given reaction. (1) Reactant: [NH2:1][C:2]1[CH:7]=[C:6]([Cl:8])[C:5]([S:9][C:10]2[CH:11]=[C:12]([CH:17]([CH3:19])[CH3:18])[C:13](=[O:16])[NH:14][N:15]=2)=[C:4]([Cl:20])[CH:3]=1.N([O-])=O.[Na+].[C:25]([CH2:27][C:28]([NH:30][C:31]([O:33][CH2:34][CH3:35])=[O:32])=[O:29])#[N:26].[N:36]1C=CC=CC=1. The catalyst class is: 223. Product: [CH2:34]([O:33][C:31](=[O:32])[NH:30][C:28](=[O:29])[C:27]([C:25]#[N:26])=[N:36][NH:1][C:2]1[CH:3]=[C:4]([Cl:20])[C:5]([S:9][C:10]2[CH:11]=[C:12]([CH:17]([CH3:18])[CH3:19])[C:13](=[O:16])[NH:14][N:15]=2)=[C:6]([Cl:8])[CH:7]=1)[CH3:35]. (2) Reactant: [Br:1][C:2]1[CH:3]=[C:4]2[C:8](=[C:9]([C:11]([OH:13])=O)[CH:10]=1)[NH:7][CH:6]=[CH:5]2.N.O1CCOCC1.C([N:24](C(C)C)CC)(C)C. Product: [Br:1][C:2]1[CH:3]=[C:4]2[C:8](=[C:9]([C:11]([NH2:24])=[O:13])[CH:10]=1)[NH:7][CH:6]=[CH:5]2. The catalyst class is: 4. (3) Product: [NH2:1][C:4]1[C:5]([CH3:11])=[N:6][CH:7]=[C:8]([CH3:10])[N:9]=1. Reactant: [N:1]([C:4]1[C:5]([CH3:11])=[N:6][CH:7]=[C:8]([CH3:10])[N:9]=1)=[N+]=[N-].Cl.O.O.[Sn](Cl)(Cl)(Cl)Cl. The catalyst class is: 125. (4) Reactant: CC1(C)[O:6][C@@H:5]([CH2:7][NH:8][C:9]2[CH:21]=[C:20]3[C:12]([C:13]4[C:14]([C:25]5[CH:30]=[CH:29][CH:28]=[C:27]([N:31]6[CH2:39][C:38]7[C:33](=[CH:34][CH:35]=[CH:36][CH:37]=7)[C:32]6=[O:40])[C:26]=5[CH3:41])=[CH:15][CH:16]=[C:17]([C:22]([NH2:24])=[O:23])[C:18]=4[NH:19]3)=[CH:11][CH:10]=2)[CH2:4][O:3]1.Cl.[OH-].[Na+]. Product: [OH:6][CH:5]([CH2:4][OH:3])[CH2:7][NH:8][C:9]1[CH:21]=[C:20]2[C:12]([C:13]3[C:14]([C:25]4[CH:30]=[CH:29][CH:28]=[C:27]([N:31]5[CH2:39][C:38]6[C:33](=[CH:34][CH:35]=[CH:36][CH:37]=6)[C:32]5=[O:40])[C:26]=4[CH3:41])=[CH:15][CH:16]=[C:17]([C:22]([NH2:24])=[O:23])[C:18]=3[NH:19]2)=[CH:11][CH:10]=1. The catalyst class is: 1. (5) Reactant: BrCCBr.C[Si](Cl)(C)C.[C:10]([O:14][C:15]([N:17]1[CH2:22][CH2:21][CH:20](I)[CH2:19][CH2:18]1)=[O:16])([CH3:13])([CH3:12])[CH3:11].Cl[C:25]1[N:30]=[C:29]([C:31]([O:33][CH3:34])=[O:32])[CH:28]=[CH:27][CH:26]=1. Product: [C:10]([O:14][C:15]([N:17]1[CH2:22][CH2:21][CH:20]([C:25]2[N:30]=[C:29]([C:31]([O:33][CH3:34])=[O:32])[CH:28]=[CH:27][CH:26]=2)[CH2:19][CH2:18]1)=[O:16])([CH3:13])([CH3:12])[CH3:11]. The catalyst class is: 324. (6) Reactant: [CH3:1][NH:2][CH3:3].[NH2:4][C:5]1[C:14]2[N:15]=[C:16]([CH2:38][CH2:39][CH2:40][CH3:41])[N:17]([CH2:18][CH2:19][CH2:20][N:21]([CH2:26][C:27]3[CH:28]=[C:29]([CH2:33][C:34]([O:36][CH3:37])=[O:35])[CH:30]=[CH:31][CH:32]=3)[CH2:22][CH2:23][CH2:24]Cl)[C:13]=2[C:12]2[CH:11]=[CH:10][CH:9]=[CH:8][C:7]=2[N:6]=1.[I-].[Na+]. Product: [NH2:4][C:5]1[C:14]2[N:15]=[C:16]([CH2:38][CH2:39][CH2:40][CH3:41])[N:17]([CH2:18][CH2:19][CH2:20][N:21]([CH2:26][C:27]3[CH:28]=[C:29]([CH2:33][C:34]([O:36][CH3:37])=[O:35])[CH:30]=[CH:31][CH:32]=3)[CH2:22][CH2:23][CH2:24][N:2]([CH3:3])[CH3:1])[C:13]=2[C:12]2[CH:11]=[CH:10][CH:9]=[CH:8][C:7]=2[N:6]=1. The catalyst class is: 118. (7) Reactant: [CH2:1]([O:8][CH:9]1[CH2:13][CH2:12][CH2:11][C:10]1([NH:17][C:18]([O:20][C:21]([CH3:24])([CH3:23])[CH3:22])=[O:19])[C:14]([OH:16])=[O:15])[C:2]1[CH:7]=[CH:6][CH:5]=[CH:4][CH:3]=1.[N+](=[CH2:27])=[N-]. Product: [CH2:1]([O:8][CH:9]1[CH2:13][CH2:12][CH2:11][C:10]1([NH:17][C:18]([O:20][C:21]([CH3:24])([CH3:23])[CH3:22])=[O:19])[C:14]([O:16][CH3:27])=[O:15])[C:2]1[CH:3]=[CH:4][CH:5]=[CH:6][CH:7]=1. The catalyst class is: 28. (8) Reactant: [CH2:1]([N:8]1[CH2:13][CH2:12][O:11][CH:10]([C:14]2[CH:19]=[CH:18][C:17](Br)=[CH:16][CH:15]=2)[CH2:9]1)[C:2]1[CH:7]=[CH:6][CH:5]=[CH:4][CH:3]=1.C([Li])CCC.CON(C)[C:29](=[O:40])[C:30]1[CH:35]=[CH:34][CH:33]=[C:32]([C:36]([F:39])([F:38])[F:37])[CH:31]=1. Product: [CH2:1]([N:8]1[CH2:13][CH2:12][O:11][CH:10]([C:14]2[CH:19]=[CH:18][C:17]([C:29]([C:30]3[CH:35]=[CH:34][CH:33]=[C:32]([C:36]([F:37])([F:38])[F:39])[CH:31]=3)=[O:40])=[CH:16][CH:15]=2)[CH2:9]1)[C:2]1[CH:7]=[CH:6][CH:5]=[CH:4][CH:3]=1. The catalyst class is: 1.